Dataset: Full USPTO retrosynthesis dataset with 1.9M reactions from patents (1976-2016). Task: Predict the reactants needed to synthesize the given product. (1) Given the product [F:23][C:24]1[CH:31]=[CH:30][CH:29]=[CH:28][C:25]=1[CH2:26][N:1]1[CH2:6][CH2:5][S:4][CH:3]([C:7]([NH:9][C:10]2[CH:11]=[C:12]3[C:16](=[CH:17][CH:18]=2)[NH:15][N:14]=[C:13]3[C:19]([O:21][CH3:22])=[O:20])=[O:8])[CH2:2]1, predict the reactants needed to synthesize it. The reactants are: [NH:1]1[CH2:6][CH2:5][S:4][CH:3]([C:7]([NH:9][C:10]2[CH:11]=[C:12]3[C:16](=[CH:17][CH:18]=2)[NH:15][N:14]=[C:13]3[C:19]([O:21][CH3:22])=[O:20])=[O:8])[CH2:2]1.[F:23][C:24]1[CH:31]=[CH:30][CH:29]=[CH:28][C:25]=1[CH:26]=O.C(O[BH-](OC(=O)C)OC(=O)C)(=O)C.[Na+].[Na]. (2) Given the product [CH3:1][O:2][C:3]1[CH:4]=[CH:5][C:6]2[C:10]([O:11][C:12]3[CH:17]=[CH:16][C:15](/[CH:18]=[CH:19]/[C:20]([O:22][C:23]([CH3:24])([CH3:26])[CH3:25])=[O:21])=[CH:14][CH:13]=3)=[C:9]([C:29]3[CH:34]=[CH:33][C:32]([C:35]([F:38])([F:37])[F:36])=[CH:31][CH:30]=3)[S:8][C:7]=2[CH:27]=1, predict the reactants needed to synthesize it. The reactants are: [CH3:1][O:2][C:3]1[CH:4]=[CH:5][C:6]2[C:10]([O:11][C:12]3[CH:17]=[CH:16][C:15](/[CH:18]=[CH:19]/[C:20]([O:22][C:23]([CH3:26])([CH3:25])[CH3:24])=[O:21])=[CH:14][CH:13]=3)=[CH:9][S:8][C:7]=2[CH:27]=1.Br[C:29]1[CH:34]=[CH:33][C:32]([C:35]([F:38])([F:37])[F:36])=[CH:31][CH:30]=1.CC(C)(C)C(O)=O.C(=O)([O-])[O-].[K+].[K+]. (3) Given the product [CH:24]1([NH:27][C:28]([NH:23][C:20]2[CH:21]=[CH:22][C:17]([C:13]3[CH:14]=[C:15]4[C:10](=[CH:11][CH:12]=3)[N:9]=[CH:8][C:7]([N:1]3[CH2:2][CH2:3][O:4][CH2:5][CH2:6]3)=[N:16]4)=[CH:18][CH:19]=2)=[O:29])[CH2:26][CH2:25]1, predict the reactants needed to synthesize it. The reactants are: [N:1]1([C:7]2[CH:8]=[N:9][C:10]3[C:15]([N:16]=2)=[CH:14][C:13]([C:17]2[CH:22]=[CH:21][C:20]([NH2:23])=[CH:19][CH:18]=2)=[CH:12][CH:11]=3)[CH2:6][CH2:5][O:4][CH2:3][CH2:2]1.[CH:24]1([N:27]=[C:28]=[O:29])[CH2:26][CH2:25]1. (4) Given the product [NH2:21][CH:9]([CH2:10][C:11]1[CH:12]=[CH:13][C:14]([C:17]([F:20])([F:19])[F:18])=[CH:15][CH:16]=1)[CH:8]([C:6]1[CH:5]=[CH:4][CH:3]=[C:2]([Cl:1])[N:7]=1)[OH:29], predict the reactants needed to synthesize it. The reactants are: [Cl:1][C:2]1[N:7]=[C:6]([CH:8]([OH:29])[CH:9]([NH:21]C(=O)OC(C)(C)C)[CH2:10][C:11]2[CH:16]=[CH:15][C:14]([C:17]([F:20])([F:19])[F:18])=[CH:13][CH:12]=2)[CH:5]=[CH:4][CH:3]=1.FC(F)(F)C(O)=O. (5) Given the product [Cl:19][C:20]1[CH:25]=[CH:24][CH:23]=[CH:22][C:21]=1[O:26][C:27]1[CH:28]=[C:29]([CH2:30][NH:31][C:11](=[O:13])[C:10]2[CH:14]=[CH:15][C:16]([CH3:18])=[N:17][C:9]=2[NH2:8])[CH:32]=[CH:33][CH:34]=1, predict the reactants needed to synthesize it. The reactants are: C(N(CC)CC)C.[NH2:8][C:9]1[N:17]=[C:16]([CH3:18])[CH:15]=[CH:14][C:10]=1[C:11]([OH:13])=O.[Cl:19][C:20]1[CH:25]=[CH:24][CH:23]=[CH:22][C:21]=1[O:26][C:27]1[CH:28]=[C:29]([CH:32]=[CH:33][CH:34]=1)[CH2:30][NH2:31].CN([P+](ON1N=NC2C=CC=CC1=2)(N(C)C)N(C)C)C.F[P-](F)(F)(F)(F)F.